From a dataset of Forward reaction prediction with 1.9M reactions from USPTO patents (1976-2016). Predict the product of the given reaction. Given the reactants [CH:1]1N=[CH:4][N:3]([C:6]([N:8]2[CH:12]=[N:11][CH:10]=[CH:9]2)=[O:7])[CH:2]=1.[CH2:13]([C:16]1[C:24]2[O:23][N:22]=[C:21]([C:25]([F:28])([F:27])[F:26])[C:20]=2[CH:19]=[CH:18][C:17]=1[O:29][CH2:30]CCNC)[CH2:14][CH3:15].[Li+].C[Si]([N-][Si](C)(C)C)(C)C.[NH2:45][C:46]1N=CC=CN=1.[NH4+].[Cl-], predict the reaction product. The product is: [N:45]1[CH:46]=[CH:9][CH:10]=[N:11][C:12]=1[NH:8][C:6](=[O:7])[N:3]([CH3:4])[CH2:2][CH2:1][CH2:30][O:29][C:17]1[CH:18]=[CH:19][C:20]2[C:21]([C:25]([F:27])([F:28])[F:26])=[N:22][O:23][C:24]=2[C:16]=1[CH2:13][CH2:14][CH3:15].